Dataset: Forward reaction prediction with 1.9M reactions from USPTO patents (1976-2016). Task: Predict the product of the given reaction. (1) Given the reactants [CH:1]([O:4][C:5]1[CH:10]=[CH:9][C:8]([S:11][C:12]2[CH:26]=[CH:25][C:15]([O:16][CH:17]3[CH:22]4[CH2:23][CH2:24][N:19]([CH2:20][CH2:21]4)[CH2:18]3)=[CH:14][CH:13]=2)=[CH:7][CH:6]=1)([CH3:3])[CH3:2].CO.[C:29]([OH:36])(=[O:35])/[CH:30]=[CH:31]/[C:32]([OH:34])=[O:33], predict the reaction product. The product is: [C:29]([OH:36])(=[O:35])/[CH:30]=[CH:31]/[C:32]([OH:34])=[O:33].[CH:1]([O:4][C:5]1[CH:6]=[CH:7][C:8]([S:11][C:12]2[CH:26]=[CH:25][C:15]([O:16][CH:17]3[CH:22]4[CH2:23][CH2:24][N:19]([CH2:20][CH2:21]4)[CH2:18]3)=[CH:14][CH:13]=2)=[CH:9][CH:10]=1)([CH3:3])[CH3:2]. (2) Given the reactants [CH3:1][N:2]1[CH2:7][CH2:6][N:5]([C:8]([CH:10]2[CH2:15][CH2:14][CH2:13][N:12]([C:16]3[CH:21]=[CH:20][C:19]([N+:22]([O-:24])=[O:23])=[CH:18][CH:17]=3)[CH2:11]2)=O)[CH2:4][CH2:3]1.B.[CH2:26]1[CH2:30]OCC1.Cl.C([O-])(O)=O.[Na+], predict the reaction product. The product is: [CH3:1][N:2]1[CH2:3][CH2:4][N:5]([CH2:8][CH:10]2[CH2:15][CH2:14][CH2:13][N:12]([C:16]3[CH:21]=[CH:20][C:19]([N+:22]([O-:24])=[O:23])=[CH:18][CH:17]=3)[CH2:11]2)[CH2:6][CH2:7]1.[CH3:1][N:2]1[CH2:26][CH2:30][N:5]([CH2:6][CH:15]2[CH2:10][CH2:11][N:12]([C:16]3[CH:17]=[CH:18][C:19]([N+:22]([O-:24])=[O:23])=[CH:20][CH:21]=3)[CH2:13][CH2:14]2)[CH2:4][CH2:3]1.